The task is: Regression. Given a peptide amino acid sequence and an MHC pseudo amino acid sequence, predict their binding affinity value. This is MHC class II binding data.. This data is from Peptide-MHC class II binding affinity with 134,281 pairs from IEDB. (1) The peptide sequence is DQGCSSALGSGPYGA. The MHC is HLA-DQA10201-DQB10402 with pseudo-sequence HLA-DQA10201-DQB10402. The binding affinity (normalized) is 0. (2) The peptide sequence is YDKFLANVSTVLTFK. The MHC is DRB1_0802 with pseudo-sequence DRB1_0802. The binding affinity (normalized) is 0.815. (3) The binding affinity (normalized) is 0.107. The MHC is DRB1_1101 with pseudo-sequence DRB1_1101. The peptide sequence is PFTVRYTTEGGTKTE. (4) The peptide sequence is KPEVKYTVFETALKK. The MHC is HLA-DPA10201-DPB10101 with pseudo-sequence HLA-DPA10201-DPB10101. The binding affinity (normalized) is 0.917. (5) The peptide sequence is PEFSELFAAFPSFAG. The MHC is DRB1_0701 with pseudo-sequence DRB1_0701. The binding affinity (normalized) is 0.498.